This data is from Full USPTO retrosynthesis dataset with 1.9M reactions from patents (1976-2016). The task is: Predict the reactants needed to synthesize the given product. (1) Given the product [Br:1][C:2]1[CH:9]=[CH:8][C:5]([CH2:6][O:7][CH:13]([CH2:18][CH:19]([CH3:21])[CH3:20])[C:14]([O:16][CH3:17])=[O:15])=[CH:4][CH:3]=1, predict the reactants needed to synthesize it. The reactants are: [Br:1][C:2]1[CH:9]=[CH:8][C:5]([CH2:6][OH:7])=[CH:4][CH:3]=1.[H-].[Na+].Br[CH:13]([CH2:18][CH:19]([CH3:21])[CH3:20])[C:14]([O:16][CH3:17])=[O:15]. (2) Given the product [NH2:11][C:10]1[C:2]([Cl:1])=[C:3]([C:7]([Cl:14])=[CH:8][CH:9]=1)[C:4]([OH:6])=[O:5], predict the reactants needed to synthesize it. The reactants are: [Cl:1][C:2]1[C:10]([N+:11]([O-])=O)=[CH:9][CH:8]=[C:7]([Cl:14])[C:3]=1[C:4]([OH:6])=[O:5].[NH4+].[Cl-]. (3) Given the product [F:10][C:4]1[CH:5]=[C:6]([CH:28]([OH:27])[CH3:29])[CH:7]=[C:2]([F:1])[C:3]=1[C:11]1[S:12][CH:13]=[C:14]([C:16]([OH:18])=[O:17])[N:15]=1, predict the reactants needed to synthesize it. The reactants are: [F:1][C:2]1[CH:7]=[C:6](OC)[CH:5]=[C:4]([F:10])[C:3]=1[C:11]1[S:12][CH:13]=[C:14]([C:16]([OH:18])=[O:17])[N:15]=1.FC1C=C(C(O)C)C=C(F)C=1B1O[C:29](C)(C)[C:28](C)(C)[O:27]1.